Predict the reaction yield, written as a fraction of the theoretical maximum amount of product (1.0 means a 100% yield; for example, 0.34 means a 34% yield). From a dataset of Reaction yield outcomes from USPTO patents with 853,638 reactions. (1) The reactants are [NH2:1][C:2]1[CH:3]=[C:4]([NH:9][C:10]2[N:15]=[C:14]3[S:16][C:17]([NH:19][C:20]([CH:22]4[CH2:24][CH2:23]4)=[O:21])=[N:18][C:13]3=[CH:12][CH:11]=2)[CH:5]=[CH:6][C:7]=1[F:8].[N:25]([C:28]1[CH:33]=[CH:32][C:31]([O:34][C:35]([F:38])([F:37])[F:36])=[CH:30][CH:29]=1)=[C:26]=[O:27]. The catalyst is N1C=CC=CC=1.C(OCC)(=O)C. The product is [F:8][C:7]1[CH:6]=[CH:5][C:4]([NH:9][C:10]2[N:15]=[C:14]3[S:16][C:17]([NH:19][C:20]([CH:22]4[CH2:23][CH2:24]4)=[O:21])=[N:18][C:13]3=[CH:12][CH:11]=2)=[CH:3][C:2]=1[NH:1][C:26](=[O:27])[NH:25][C:28]1[CH:33]=[CH:32][C:31]([O:34][C:35]([F:36])([F:38])[F:37])=[CH:30][CH:29]=1. The yield is 0.450. (2) The reactants are [C:1]([O:5][C:6]([N:8]1[CH2:12][CH:11]([F:13])[C:10]([CH3:15])([CH3:14])[CH:9]1[CH2:16][CH2:17][C:18]([O:20]CC)=[O:19])=[O:7])([CH3:4])([CH3:3])[CH3:2].O[Li].O. The catalyst is C(O)C. The product is [C:1]([O:5][C:6]([N:8]1[CH2:12][CH:11]([F:13])[C:10]([CH3:14])([CH3:15])[CH:9]1[CH2:16][CH2:17][C:18]([OH:20])=[O:19])=[O:7])([CH3:4])([CH3:2])[CH3:3]. The yield is 0.987. (3) The reactants are C(OC(=O)NC1C=C[CH:11]=[C:10]([CH2:14][N:15]2[CH:19]=[CH:18][C:17]([NH:20][C:21](=[O:40])[C@@H:22]([C:29]3[CH:34]=[CH:33][C:32]([S:35]([CH3:38])(=[O:37])=[O:36])=[C:31]([Cl:39])[CH:30]=3)[CH2:23][CH:24]3[CH2:28][CH2:27][CH2:26][CH2:25]3)=[N:16]2)[CH:9]=1)(C)(C)C.C(Cl)(=O)[C:43](Cl)=[O:44].COC(C)(C)CN1C=CC(N)=N1.N1C(C)=CC=CC=1C. The catalyst is C(Cl)Cl.CN(C)C=O. The product is [Cl:39][C:31]1[CH:30]=[C:29]([C@@H:22]([CH2:23][CH:24]2[CH2:28][CH2:27][CH2:26][CH2:25]2)[C:21]([NH:20][C:17]2[CH:18]=[CH:19][N:15]([CH2:14][C:10]([O:44][CH3:43])([CH3:11])[CH3:9])[N:16]=2)=[O:40])[CH:34]=[CH:33][C:32]=1[S:35]([CH3:38])(=[O:36])=[O:37]. The yield is 0.900. (4) The reactants are [CH2:1]([N:5]1[C:13]([N:14]2[CH2:19][CH2:18][NH:17][CH2:16][CH2:15]2)=[N:12][C:11]2[C:6]1=[N:7][C:8]([C:26]1[CH:27]=[N:28][C:29]([NH2:32])=[N:30][CH:31]=1)=[N:9][C:10]=2[N:20]1[CH2:25][CH2:24][O:23][CH2:22][CH2:21]1)[CH:2]([CH3:4])[CH3:3].[O:33]1CCC[CH2:34]1.CN(CCS(O)(=O)=O)C.[OH-].[Na+]. The catalyst is C(Cl)Cl. The product is [NH2:32][C:29]1[N:30]=[CH:31][C:26]([C:8]2[N:7]=[C:6]3[C:11]([N:12]=[C:13]([N:14]4[CH2:19][CH2:18][N:17]([CH:34]=[O:33])[CH2:16][CH2:15]4)[N:5]3[CH2:1][CH:2]([CH3:4])[CH3:3])=[C:10]([N:20]3[CH2:25][CH2:24][O:23][CH2:22][CH2:21]3)[N:9]=2)=[CH:27][N:28]=1. The yield is 0.750. (5) The reactants are C(C(O)(CCC)C#CC(=O)C)(C)(C)C.[CH3:15][C:16]([CH3:29])([CH2:27][CH3:28])[C:17]([CH2:24][CH2:25][CH3:26])([OH:23])[C:18]#[C:19][CH:20]([OH:22])[CH3:21]. The catalyst is ClCCl.[O-2].[O-2].[Mn+4]. The product is [OH:23][C:17]([CH2:24][CH2:25][CH3:26])([C:16]([CH3:29])([CH3:15])[CH2:27][CH3:28])[C:18]#[C:19][C:20](=[O:22])[CH3:21]. The yield is 0.880.